This data is from Full USPTO retrosynthesis dataset with 1.9M reactions from patents (1976-2016). The task is: Predict the reactants needed to synthesize the given product. The reactants are: [H-].[Na+].[S:3]1(=[O:10])(=[O:9])[CH2:8][CH2:7][CH2:6][CH2:5][NH:4]1.F[C:12]1[CH:19]=[CH:18][CH:17]=[CH:16][C:13]=1[C:14]#[N:15]. Given the product [O:9]=[S:3]1(=[O:10])[CH2:8][CH2:7][CH2:6][CH2:5][N:4]1[C:12]1[CH:19]=[CH:18][CH:17]=[CH:16][C:13]=1[C:14]#[N:15], predict the reactants needed to synthesize it.